Dataset: Catalyst prediction with 721,799 reactions and 888 catalyst types from USPTO. Task: Predict which catalyst facilitates the given reaction. Reactant: [CH3:1][O:2][CH2:3][C@H:4]([CH3:36])[O:5][C:6]1[CH:7]=[C:8]([C:23]2[NH:27][C:26]([C:28]3[S:29][C:30]([C:33](O)=[O:34])=[CH:31][N:32]=3)=[CH:25][CH:24]=2)[CH:9]=[C:10]([O:12][C:13]2[CH:18]=[CH:17][C:16]([S:19]([CH3:22])(=[O:21])=[O:20])=[CH:15][CH:14]=2)[CH:11]=1.Cl.[CH3:38][NH:39][CH3:40].CN(C(ON1N=NC2C=CC=NC1=2)=[N+](C)C)C.F[P-](F)(F)(F)(F)F.C(N(CC)C(C)C)(C)C. Product: [CH3:1][O:2][CH2:3][C@H:4]([CH3:36])[O:5][C:6]1[CH:7]=[C:8]([C:23]2[NH:27][C:26]([C:28]3[S:29][C:30]([C:33]([N:39]([CH3:40])[CH3:38])=[O:34])=[CH:31][N:32]=3)=[CH:25][CH:24]=2)[CH:9]=[C:10]([O:12][C:13]2[CH:14]=[CH:15][C:16]([S:19]([CH3:22])(=[O:21])=[O:20])=[CH:17][CH:18]=2)[CH:11]=1. The catalyst class is: 288.